Dataset: Full USPTO retrosynthesis dataset with 1.9M reactions from patents (1976-2016). Task: Predict the reactants needed to synthesize the given product. (1) Given the product [CH:1]1[C:9]2[C:8]3[CH:10]=[CH:11][CH:12]=[CH:13][C:7]=3[S:6][C:5]=2[C:4]([C:14]2[N:15]=[C:16]([C:20]3[CH:21]=[C:22]([OH:26])[CH:23]=[CH:24][CH:25]=3)[CH:17]=[CH:18][CH:19]=2)=[CH:3][CH:2]=1, predict the reactants needed to synthesize it. The reactants are: [CH:1]1[C:9]2[C:8]3[CH:10]=[CH:11][CH:12]=[CH:13][C:7]=3[S:6][C:5]=2[C:4]([C:14]2[CH:19]=[CH:18][CH:17]=[C:16]([C:20]3[CH:25]=[CH:24][CH:23]=[C:22]([O:26]C)[CH:21]=3)[N:15]=2)=[CH:3][CH:2]=1.B(Br)(Br)Br. (2) Given the product [Cl:18][C:15]1[CH:16]=[CH:17][C:12]([NH:11][C:9](=[O:10])[NH:8][C:3]2[CH:4]=[CH:5][CH:6]=[CH:7][C:2]=2[NH:1][S:31]([C:27]2[CH:28]=[CH:29][CH:30]=[C:25]([CH3:35])[CH:26]=2)(=[O:33])=[O:32])=[CH:13][CH:14]=1, predict the reactants needed to synthesize it. The reactants are: [NH2:1][C:2]1[CH:7]=[CH:6][CH:5]=[CH:4][C:3]=1[NH:8][C:9]([NH:11][C:12]1[CH:17]=[CH:16][C:15]([Cl:18])=[CH:14][CH:13]=1)=[O:10].N1C=CC=CC=1.[C:25]1([CH3:35])[CH:30]=[CH:29][CH:28]=[C:27]([S:31](Cl)(=[O:33])=[O:32])[CH:26]=1. (3) Given the product [CH2:1]([C@H:8]([NH:33][C:34](=[O:46])[C@@H:35]([N:39]1[CH2:44][CH2:43][CH2:42][NH:41][C:40]1=[O:45])[CH:36]([CH3:38])[CH3:37])[CH2:9][C@H:10]([O:32][CH2:47][S:48][CH3:50])[C@@H:11]([NH:19][C:20](=[O:31])[CH2:21][O:22][C:23]1[C:24]([CH3:30])=[CH:25][CH:26]=[CH:27][C:28]=1[CH3:29])[CH2:12][C:13]1[CH:14]=[CH:15][CH:16]=[CH:17][CH:18]=1)[C:2]1[CH:7]=[CH:6][CH:5]=[CH:4][CH:3]=1, predict the reactants needed to synthesize it. The reactants are: [CH2:1]([C@H:8]([NH:33][C:34](=[O:46])[C@@H:35]([N:39]1[CH2:44][CH2:43][CH2:42][NH:41][C:40]1=[O:45])[CH:36]([CH3:38])[CH3:37])[CH2:9][C@H:10]([OH:32])[C@@H:11]([NH:19][C:20](=[O:31])[CH2:21][O:22][C:23]1[C:28]([CH3:29])=[CH:27][CH:26]=[CH:25][C:24]=1[CH3:30])[CH2:12][C:13]1[CH:18]=[CH:17][CH:16]=[CH:15][CH:14]=1)[C:2]1[CH:7]=[CH:6][CH:5]=[CH:4][CH:3]=1.[CH3:47][S:48]([CH3:50])=O.C(OC(=O)C)(=O)C. (4) Given the product [Br:3][C:4]1[CH:5]=[C:6]([C:10]2([C:28]3[CH:33]=[C:32]([C:34]([F:35])([F:36])[F:37])[C:31](=[O:38])[N:30]([CH3:39])[CH:29]=3)[C:18]3[C:13](=[C:14]([F:19])[CH:15]=[CH:16][CH:17]=3)[C:12]([NH:20][C:21](=[O:27])[O:22][C:23]([CH3:26])([CH3:24])[CH3:25])=[N:11]2)[CH:7]=[CH:8][CH:9]=1, predict the reactants needed to synthesize it. The reactants are: CI.[Br:3][C:4]1[CH:5]=[C:6]([C:10]2([C:28]3[CH:33]=[C:32]([C:34]([F:37])([F:36])[F:35])[C:31](=[O:38])[NH:30][CH:29]=3)[C:18]3[C:13](=[C:14]([F:19])[CH:15]=[CH:16][CH:17]=3)[C:12]([NH:20][C:21](=[O:27])[O:22][C:23]([CH3:26])([CH3:25])[CH3:24])=[N:11]2)[CH:7]=[CH:8][CH:9]=1.[C:39](=O)([O-])[O-].[K+].[K+]. (5) Given the product [OH:1][CH2:2][C@H:3]([NH:7][C:8](=[O:34])[C:9]1[CH:10]=[CH:11][C:12]([CH:15]([C:27]2[CH:32]=[CH:31][CH:30]=[CH:29][C:28]=2[CH3:33])[CH2:16]/[C:17](=[N:36]\[OH:37])/[C:19]2[CH:24]=[CH:23][C:22](=[O:25])[N:21]([CH3:26])[CH:20]=2)=[CH:13][CH:14]=1)[CH:4]([CH3:5])[CH3:6], predict the reactants needed to synthesize it. The reactants are: [OH:1][CH2:2][C@H:3]([NH:7][C:8](=[O:34])[C:9]1[CH:14]=[CH:13][C:12]([CH:15]([C:27]2[CH:32]=[CH:31][CH:30]=[CH:29][C:28]=2[CH3:33])[CH2:16][C:17]([C:19]2[CH:24]=[CH:23][C:22](=[O:25])[N:21]([CH3:26])[CH:20]=2)=O)=[CH:11][CH:10]=1)[CH:4]([CH3:6])[CH3:5].Cl.[NH2:36][OH:37].C(=O)([O-])O.[Na+]. (6) Given the product [F:25][C:15]1[C:16]([O:23][CH3:24])=[CH:17][C:18]([O:21][CH3:22])=[C:19]([F:20])[C:14]=1[N:12]1[CH2:13][C:8]2[CH:7]=[N:6][C:5]3[NH:28][C:2]([C:36]#[C:35][CH2:34][OH:37])=[CH:3][C:4]=3[C:9]=2[N:10]([CH3:27])[C:11]1=[O:26], predict the reactants needed to synthesize it. The reactants are: Br[C:2]1[NH:28][C:5]2[N:6]=[CH:7][C:8]3[CH2:13][N:12]([C:14]4[C:19]([F:20])=[C:18]([O:21][CH3:22])[CH:17]=[C:16]([O:23][CH3:24])[C:15]=4[F:25])[C:11](=[O:26])[N:10]([CH3:27])[C:9]=3[C:4]=2[CH:3]=1.CN(C)C=O.[CH2:34]([OH:37])[C:35]#[CH:36].C(N(CC)C(C)C)(C)C. (7) Given the product [Cl:1][C:2]1[N:7]=[C:6]([N:8]([CH2:23][CH3:24])[CH:9]2[CH2:14][CH2:13][N:12]([C:15]([O:17][C:18]([CH3:21])([CH3:20])[CH3:19])=[O:16])[CH2:11][CH2:10]2)[CH:5]=[N:4][CH:3]=1, predict the reactants needed to synthesize it. The reactants are: [Cl:1][C:2]1[N:7]=[C:6]([NH:8][CH:9]2[CH2:14][CH2:13][N:12]([C:15]([O:17][C:18]([CH3:21])([CH3:20])[CH3:19])=[O:16])[CH2:11][CH2:10]2)[CH:5]=[N:4][CH:3]=1.I[CH2:23][CH3:24].C[Si]([N-][Si](C)(C)C)(C)C.[Na+]. (8) Given the product [CH2:2]([N:3]([CH2:6][CH3:7])[CH2:4][CH2:5][O:10][C:14]([CH3:17])([C:15]#[CH:16])[CH3:13])[CH3:1], predict the reactants needed to synthesize it. The reactants are: [CH3:1][CH2:2][N:3]([CH2:6][CH2:7]Cl)[CH2:4][CH3:5].Cl.[OH-:10].[K+].O1[CH2:16][CH2:15][CH2:14][CH2:13]1.[C:17](OCC)(=O)C. (9) Given the product [O:1]1[CH:5]=[CH:4][CH:3]=[C:2]1[C:6]1([NH:9][C:15](=[O:16])[O:14][C:11]([CH3:13])([CH3:12])[CH3:10])[CH2:8][CH2:7]1, predict the reactants needed to synthesize it. The reactants are: [O:1]1[CH:5]=[CH:4][CH:3]=[C:2]1[C:6]1([NH2:9])[CH2:8][CH2:7]1.[CH3:10][C:11]([O:14][C:15](O[C:15]([O:14][C:11]([CH3:13])([CH3:12])[CH3:10])=[O:16])=[O:16])([CH3:13])[CH3:12].